This data is from Catalyst prediction with 721,799 reactions and 888 catalyst types from USPTO. The task is: Predict which catalyst facilitates the given reaction. (1) Reactant: CS(C)=O.C(Cl)(=O)C(Cl)=O.[CH2:11]([O:18][CH2:19][CH2:20][OH:21])[C:12]1[CH:17]=[CH:16][CH:15]=[CH:14][CH:13]=1.CCN(CC)CC. Product: [CH2:11]([O:18][CH2:19][CH:20]=[O:21])[C:12]1[CH:17]=[CH:16][CH:15]=[CH:14][CH:13]=1. The catalyst class is: 34. (2) Reactant: C(Cl)CCl.[CH3:5][N:6]1[C:14]2[C:9](=[CH:10][CH:11]=[CH:12][CH:13]=2)[C:8]([CH3:15])=[C:7]1[CH2:16][NH:17][CH3:18].Cl.[O:20]=[C:21]1[CH2:26][O:25][C:24]2[CH:27]=[C:28](/[CH:31]=[CH:32]/[C:33]([OH:35])=O)[CH:29]=[N:30][C:23]=2[NH:22]1.C1C=CC2N(O)N=NC=2C=1.O.CCN(C(C)C)C(C)C. Product: [CH3:5][N:6]1[C:14]2[C:9](=[CH:10][CH:11]=[CH:12][CH:13]=2)[C:8]([CH3:15])=[C:7]1[CH2:16][N:17]([CH3:18])[C:33](=[O:35])/[CH:32]=[CH:31]/[C:28]1[CH:29]=[N:30][C:23]2[NH:22][C:21](=[O:20])[CH2:26][O:25][C:24]=2[CH:27]=1. The catalyst class is: 18. (3) Reactant: [CH3:1][O:2][C:3]1[CH:4]=[C:5]([C:9]2[C:10]3[N:11]([N:15]=[C:16]([NH2:18])[N:17]=3)[CH:12]=[CH:13][CH:14]=2)[CH:6]=[CH:7][CH:8]=1.Br[C:20]1[CH:25]=[CH:24][N:23]=[C:22]([CH3:26])[CH:21]=1.CC(C)([O-])C.[Na+].C1(P(C2C=C(C)C=C(C)C=2)C2C=CC3C(=CC=CC=3)C=2C2C3C(=CC=CC=3)C=CC=2P(C2C=C(C)C=C(C)C=2)C2C=C(C)C=C(C)C=2)C=C(C)C=C(C)C=1. Product: [CH3:1][O:2][C:3]1[CH:4]=[C:5]([C:9]2[C:10]3[N:11]([N:15]=[C:16]([NH:18][C:20]4[CH:25]=[CH:24][N:23]=[C:22]([CH3:26])[CH:21]=4)[N:17]=3)[CH:12]=[CH:13][CH:14]=2)[CH:6]=[CH:7][CH:8]=1. The catalyst class is: 101. (4) Reactant: [C:1]([C:4]1[CH:29]=[CH:28][C:7]([O:8][CH2:9][C:10]2[CH:11]=[C:12]([NH:16][S:17]([C:20]3[CH:25]=[CH:24][CH:23]=[C:22]([C:26]#[N:27])[CH:21]=3)(=[O:19])=[O:18])[CH:13]=[CH:14][CH:15]=2)=[C:6]([CH2:30][CH2:31][CH3:32])[C:5]=1[OH:33])(=[O:3])[CH3:2].[N-:34]=[N+:35]=[N-:36].[Na+].[Cl-].[NH4+]. Product: [C:1]([C:4]1[CH:29]=[CH:28][C:7]([O:8][CH2:9][C:10]2[CH:11]=[C:12]([NH:16][S:17]([C:20]3[CH:25]=[CH:24][CH:23]=[C:22]([C:26]4[N:34]=[N:35][NH:36][N:27]=4)[CH:21]=3)(=[O:19])=[O:18])[CH:13]=[CH:14][CH:15]=2)=[C:6]([CH2:30][CH2:31][CH3:32])[C:5]=1[OH:33])(=[O:3])[CH3:2]. The catalyst class is: 35. (5) Reactant: [NH:1]1[CH2:6][CH2:5][CH:4]([CH2:7][O:8][C:9](=[O:20])[NH:10][C:11]2[CH:16]=[CH:15][C:14]([CH:17]([CH3:19])[CH3:18])=[CH:13][CH:12]=2)[CH2:3][CH2:2]1.Cl[C:22]1[C:31]2[C:26](=[CH:27][C:28]([O:34][CH3:35])=[C:29]([O:32][CH3:33])[CH:30]=2)[N:25]=[CH:24][N:23]=1. Product: [CH3:33][O:32][C:29]1[CH:30]=[C:31]2[C:26](=[CH:27][C:28]=1[O:34][CH3:35])[N:25]=[CH:24][N:23]=[C:22]2[N:1]1[CH2:2][CH2:3][CH:4]([CH2:7][O:8][C:9](=[O:20])[NH:10][C:11]2[CH:12]=[CH:13][C:14]([CH:17]([CH3:18])[CH3:19])=[CH:15][CH:16]=2)[CH2:5][CH2:6]1. The catalyst class is: 32. (6) The catalyst class is: 16. Product: [CH2:1]([C:3]1[N:8]=[C:7]2[N:9]([CH:13]([CH2:16][CH3:17])[CH2:14][CH3:15])[N:10]=[C:11]([CH3:12])[C:6]2=[N:5][C:4]=1[C:18]1[C:19]([N:36]([CH3:37])[CH3:35])=[N:20][C:21]([CH:24]([CH3:26])[CH3:25])=[CH:22][CH:23]=1)[CH3:2]. Reactant: [CH2:1]([C:3]1[N:8]=[C:7]2[N:9]([CH:13]([CH2:16][CH3:17])[CH2:14][CH3:15])[N:10]=[C:11]([CH3:12])[C:6]2=[N:5][C:4]=1[C:18]1[C:19](OS(C(F)(F)F)(=O)=O)=[N:20][C:21]([CH:24]([CH3:26])[CH3:25])=[CH:22][CH:23]=1)[CH3:2].[CH3:35][NH:36][CH3:37].O. (7) Reactant: [C:1]([C:5]1[CH:24]=[CH:23][C:8]([CH2:9][CH:10]2[CH:14]([C:15]3[CH:20]=[CH:19][CH:18]=[C:17]([Cl:21])[CH:16]=3)[O:13]C(=O)[NH:11]2)=[CH:7][CH:6]=1)([CH3:4])([CH3:3])[CH3:2].[OH-].[Na+].O. Product: [NH2:11][CH:10]([CH2:9][C:8]1[CH:7]=[CH:6][C:5]([C:1]([CH3:4])([CH3:3])[CH3:2])=[CH:24][CH:23]=1)[CH:14]([C:15]1[CH:20]=[CH:19][CH:18]=[C:17]([Cl:21])[CH:16]=1)[OH:13]. The catalyst class is: 8.